From a dataset of Full USPTO retrosynthesis dataset with 1.9M reactions from patents (1976-2016). Predict the reactants needed to synthesize the given product. Given the product [NH2:25][C:26]1[C:27]([C:36]([NH:41][C@:40]([CH3:39])([C:46]([O:48][CH3:49])=[O:47])[CH2:42][CH:43]([CH3:45])[CH3:44])=[O:38])=[CH:28][C:29]2[C:34]([CH:35]=1)=[CH:33][CH:32]=[CH:31][CH:30]=2, predict the reactants needed to synthesize it. The reactants are: CN(C(ON1N=NC2C=CC=NC1=2)=[N+](C)C)C.F[P-](F)(F)(F)(F)F.[NH2:25][C:26]1[C:27]([C:36]([OH:38])=O)=[CH:28][C:29]2[C:34]([CH:35]=1)=[CH:33][CH:32]=[CH:31][CH:30]=2.[CH3:39][C@@:40]([C:46]([O:48][CH3:49])=[O:47])([CH2:42][CH:43]([CH3:45])[CH3:44])[NH2:41].C(N(C(C)C)CC)(C)C.